From a dataset of Catalyst prediction with 721,799 reactions and 888 catalyst types from USPTO. Predict which catalyst facilitates the given reaction. (1) Reactant: [CH2:1](/[N:5]=[C:6]1\[CH2:7][CH2:8][CH2:9][CH:10]=[C:11]\1[NH:12][C:13]1[C:18]([CH:19]([CH3:21])[CH3:20])=[CH:17][CH:16]=[CH:15][C:14]=1[CH:22]([CH3:24])[CH3:23])[CH2:2][CH2:3][CH3:4].C1(C)C=CC=CC=1.Cl. The catalyst class is: 27. Product: [CH:22]([C:14]1[CH:15]=[CH:16][CH:17]=[C:18]([CH:19]([CH3:20])[CH3:21])[C:13]=1/[N:12]=[C:11]1/[C:6]([NH:5][CH2:1][CH2:2][CH2:3][CH3:4])=[CH:7][CH2:8][CH2:9][CH2:10]/1)([CH3:24])[CH3:23]. (2) Reactant: [NH2:1][C:2]1[CH:3]=[CH:4][C:5]([F:36])=[C:6]([C@:8]2([CH3:35])[C@H:14]3[C@:12]([C:15]([O:17][CH3:18])=[O:16])([CH2:13]3)[S:11][C:10]([N:19]([C:28]([O:30][C:31]([CH3:34])([CH3:33])[CH3:32])=[O:29])[CH2:20][O:21][CH2:22][CH2:23][Si:24]([CH3:27])([CH3:26])[CH3:25])=[N:9]2)[CH:7]=1.[F:37][C:38]([F:51])([F:50])[CH2:39][O:40][C:41]1[N:42]=[CH:43][C:44]([C:47](O)=[O:48])=[N:45][CH:46]=1.CN(C(ON1N=NC2C=CC=NC1=2)=[N+](C)C)C.F[P-](F)(F)(F)(F)F.CCOC(C)=O.CCCCCCC. Product: [C:31]([O:30][C:28]([N:19]([CH2:20][O:21][CH2:22][CH2:23][Si:24]([CH3:26])([CH3:25])[CH3:27])[C:10]1[S:11][C@:12]2([C:15]([O:17][CH3:18])=[O:16])[C@H:14]([C@:8]([C:6]3[CH:7]=[C:2]([NH:1][C:47]([C:44]4[CH:43]=[N:42][C:41]([O:40][CH2:39][C:38]([F:50])([F:51])[F:37])=[CH:46][N:45]=4)=[O:48])[CH:3]=[CH:4][C:5]=3[F:36])([CH3:35])[N:9]=1)[CH2:13]2)=[O:29])([CH3:32])([CH3:34])[CH3:33]. The catalyst class is: 18. (3) Reactant: [CH2:1]([O:5][C:6]([C:8]1([C:11](=[O:13])[CH3:12])[CH2:10][CH2:9]1)=[O:7])[CH2:2][CH2:3][CH3:4].C(N(CC)CC)C.FC(F)(F)S(O[Si](CC)(CC)CC)(=O)=O.[Br:36]N1C(=O)CCC1=O. Product: [CH2:1]([O:5][C:6]([C:8]1([C:11](=[O:13])[CH2:12][Br:36])[CH2:9][CH2:10]1)=[O:7])[CH2:2][CH2:3][CH3:4]. The catalyst class is: 2. (4) Reactant: [Si:1]([O:8][CH:9]([C:33]([CH3:36])([CH3:35])[CH3:34])[CH2:10][O:11][C:12]1[CH:17]=[CH:16][C:15]([C:18]([C:23]2[CH:28]=[CH:27][C:26]([CH2:29][OH:30])=[C:25]([CH3:31])[CH:24]=2)([CH2:21][CH3:22])[CH2:19][CH3:20])=[CH:14][C:13]=1[CH3:32])([C:4]([CH3:7])([CH3:6])[CH3:5])([CH3:3])[CH3:2].C[N+]1([O-])CCOCC1. Product: [Si:1]([O:8][CH:9]([C:33]([CH3:34])([CH3:35])[CH3:36])[CH2:10][O:11][C:12]1[CH:17]=[CH:16][C:15]([C:18]([C:23]2[CH:28]=[CH:27][C:26]([CH:29]=[O:30])=[C:25]([CH3:31])[CH:24]=2)([CH2:19][CH3:20])[CH2:21][CH3:22])=[CH:14][C:13]=1[CH3:32])([C:4]([CH3:5])([CH3:7])[CH3:6])([CH3:2])[CH3:3]. The catalyst class is: 862. (5) Reactant: [Cl:1][C:2]1[CH:3]=[CH:4][C:5]2[N:9]=[C:8]([CH2:10][CH3:11])[N:7]([C:12]3[C:13]([CH3:33])=[C:14]([CH:30]=[CH:31][CH:32]=3)[CH2:15][NH:16][C:17]3[CH:29]=[CH:28][C:20]4[C@H:21]([CH2:24][C:25]([OH:27])=[O:26])[CH2:22][O:23][C:19]=4[CH:18]=3)[C:6]=2[CH:34]=1.[OH-].[Na+:36]. Product: [Cl:1][C:2]1[CH:3]=[CH:4][C:5]2[N:9]=[C:8]([CH2:10][CH3:11])[N:7]([C:12]3[C:13]([CH3:33])=[C:14]([CH:30]=[CH:31][CH:32]=3)[CH2:15][NH:16][C:17]3[CH:29]=[CH:28][C:20]4[C@H:21]([CH2:24][C:25]([O-:27])=[O:26])[CH2:22][O:23][C:19]=4[CH:18]=3)[C:6]=2[CH:34]=1.[Na+:36]. The catalyst class is: 10. (6) Reactant: [CH2:1]([NH:8][CH2:9][CH2:10][NH:11][C:12](=[O:18])[O:13][C:14]([CH3:17])([CH3:16])[CH3:15])[C:2]1[CH:7]=[CH:6][CH:5]=[CH:4][CH:3]=1.[CH2:19]=O. Product: [CH2:1]([N:8]([CH3:19])[CH2:9][CH2:10][NH:11][C:12](=[O:18])[O:13][C:14]([CH3:15])([CH3:17])[CH3:16])[C:2]1[CH:7]=[CH:6][CH:5]=[CH:4][CH:3]=1. The catalyst class is: 250. (7) Reactant: [NH2:1][CH2:2][CH:3]1[O:7][CH:6]([O:8][CH:9]([CH:49]2[CH:53]([OH:54])[CH:52]([OH:55])[CH:51]([N:56]3[CH:61]=[CH:60][C:59](=[O:62])[NH:58][C:57]3=[O:63])[O:50]2)[CH:10]([C:46]([OH:48])=[O:47])[NH:11][CH2:12][CH2:13][CH2:14][NH:15][C:16](=[O:45])[CH:17]([CH:40]([OH:44])[CH:41]([CH3:43])[CH3:42])[NH:18][C:19](=[O:39])[CH:20]([CH:32]2[CH2:37][CH2:36][NH:35][C:34](=[NH:38])[NH:33]2)[NH:21][C:22](=[O:31])[NH:23][CH:24]([CH:28]([CH3:30])[CH3:29])[C:25]([OH:27])=[O:26])[CH:5]([O:64][CH3:65])[CH:4]1[OH:66].[CH:67](=O)[CH2:68][CH2:69][CH2:70][CH3:71].C([BH3-])#N.[Na+].Cl. Product: [O:63]=[C:57]1[NH:58][C:59](=[O:62])[CH:60]=[CH:61][N:56]1[C@@H:51]1[O:50][C@H:49]([C@H:9]([O:8][CH:6]2[C@H:5]([O:64][CH3:65])[C@@H:4]([OH:66])[C@@H:3]([CH2:2][NH:1][CH2:2][CH2:3][CH2:4][CH2:5][CH3:6])[O:7]2)[CH:10]([C:46]([OH:48])=[O:47])[N:11]([CH2:67][CH2:68][CH2:69][CH2:70][CH3:71])[CH2:12][CH2:13][CH2:14][NH:15][C:16](=[O:45])[CH:17]([CH:40]([OH:44])[CH:41]([CH3:42])[CH3:43])[NH:18][C:19](=[O:39])[CH:20]([CH:32]2[CH2:37][CH2:36][NH:35][C:34](=[NH:38])[NH:33]2)[NH:21][C:22](=[O:31])[NH:23][CH:24]([CH:28]([CH3:29])[CH3:30])[C:25]([OH:27])=[O:26])[C@@H:53]([OH:54])[C@H:52]1[OH:55]. The catalyst class is: 5. (8) Reactant: [CH:1]1([NH:5][C:6]([C@@H:8]2[CH2:12][CH2:11][CH2:10][N:9]2[C:13](=[O:30])[CH2:14][O:15][C:16]2[C:25]3[C:20](=[CH:21][C:22]([CH3:26])=[CH:23][CH:24]=3)[N:19]=[C:18]([C:27]([OH:29])=O)[CH:17]=2)=[O:7])[CH2:4][CH2:3][CH2:2]1.CCN(C(C)C)C(C)C.C1C=CC2N(O)N=NC=2C=1.[CH2:50]([O:54][C:55]([N:57]1[CH2:62][CH2:61][N:60]([C:63](=[O:73])[C@@H:64]([NH2:72])[CH2:65][CH2:66][C:67]2[N:68]=[N:69][NH:70][N:71]=2)[CH2:59][CH2:58]1)=[O:56])[CH2:51][CH2:52][CH3:53]. Product: [CH2:50]([O:54][C:55]([N:57]1[CH2:58][CH2:59][N:60]([C:63](=[O:73])[C@@H:64]([NH:72][C:27]([C:18]2[CH:17]=[C:16]([O:15][CH2:14][C:13]([N:9]3[CH2:10][CH2:11][CH2:12][C@H:8]3[C:6](=[O:7])[NH:5][CH:1]3[CH2:4][CH2:3][CH2:2]3)=[O:30])[C:25]3[C:20](=[CH:21][C:22]([CH3:26])=[CH:23][CH:24]=3)[N:19]=2)=[O:29])[CH2:65][CH2:66][C:67]2[N:71]=[N:70][NH:69][N:68]=2)[CH2:61][CH2:62]1)=[O:56])[CH2:51][CH2:52][CH3:53]. The catalyst class is: 607.